This data is from Forward reaction prediction with 1.9M reactions from USPTO patents (1976-2016). The task is: Predict the product of the given reaction. (1) Given the reactants [OH:1][C:2]1[CH:7]=[C:6]([O:8][CH2:9][CH2:10][O:11][CH3:12])[CH:5]=[CH:4][C:3]=1[CH:13]([CH3:20])[CH2:14][C:15]([O:17][CH2:18][CH3:19])=[O:16].[H-].[Na+].Cl[C:24]1[C:29]([Cl:30])=[CH:28][C:27]([C:31]([F:34])([F:33])[F:32])=[CH:26][N:25]=1.[Cl-].[NH4+], predict the reaction product. The product is: [Cl:30][C:29]1[C:24]([O:1][C:2]2[CH:7]=[C:6]([O:8][CH2:9][CH2:10][O:11][CH3:12])[CH:5]=[CH:4][C:3]=2[CH:13]([CH3:20])[CH2:14][C:15]([O:17][CH2:18][CH3:19])=[O:16])=[N:25][CH:26]=[C:27]([C:31]([F:33])([F:32])[F:34])[CH:28]=1. (2) Given the reactants [C:1](Cl)(=[O:5])[CH2:2][CH2:3][CH3:4].[Al+3].[Cl-].[Cl-].[Cl-].[CH3:11][O:12][C:13]1[C:22]2[C:23](=[O:36])[C:24]3[CH:25]=[C:26]4[CH:35]=[CH:34][CH:33]=[CH:32][C:27]4=[N:28][C:29]=3[N:30]([CH3:31])[C:21]=2[C:20]2[CH:19]=[CH:18][C:17]([CH3:38])([CH3:37])[O:16][C:15]=2[CH:14]=1.Cl, predict the reaction product. The product is: [C:1]([C:18]1[C:17]([CH3:38])([CH3:37])[O:16][C:15]2[CH:14]=[C:13]([O:12][CH3:11])[C:22]3[C:23](=[O:36])[C:24]4[CH:25]=[C:26]5[CH:35]=[CH:34][CH:33]=[CH:32][C:27]5=[N:28][C:29]=4[N:30]([CH3:31])[C:21]=3[C:20]=2[CH:19]=1)(=[O:5])[CH2:2][CH2:3][CH3:4]. (3) The product is: [Cl:1][C:2]1[C:10]2[C:5](=[CH:6][CH:7]=[CH:8][CH:9]=2)[N:4]([C:11]2[CH:33]=[CH:32][C:14]([CH2:15][NH:16][C:17]([C:19]3([NH:22][C:23]([C:25]4[O:29][N:28]=[C:27]([CH2:41][CH2:40][CH3:43])[CH:26]=4)=[O:24])[CH2:21][CH2:20]3)=[O:18])=[CH:13][CH:12]=2)[C:3]=1[C:34]1[N:38]=[C:37]([CH3:39])[O:36][N:35]=1. Given the reactants [Cl:1][C:2]1[C:10]2[C:5](=[CH:6][CH:7]=[CH:8][CH:9]=2)[N:4]([C:11]2[CH:33]=[CH:32][C:14]([CH2:15][NH:16][C:17]([C:19]3([NH:22][C:23]([C:25]4[O:29][N:28]=[C:27](OC)[CH:26]=4)=[O:24])[CH2:21][CH2:20]3)=[O:18])=[CH:13][CH:12]=2)[C:3]=1[C:34]1[N:38]=[C:37]([CH3:39])[O:36][N:35]=1.[CH2:40]([C:43]1C=C(C(O)=O)ON=1)[CH2:41]C.C(N(CC)CC)C.CN(C(ON1N=NC2C=CC=CC1=2)=[N+](C)C)C.F[P-](F)(F)(F)(F)F, predict the reaction product. (4) Given the reactants [CH:1]([C:3]1[CH:8]=[CH:7][C:6]([NH:9][C:10]([CH2:12][CH2:13][CH2:14][N:15]([CH3:42])[C:16]([CH2:18][CH2:19][N:20]2[CH2:25][CH2:24][CH:23]([O:26][C:27](=[O:41])[NH:28][C:29]3[CH:34]=[CH:33][CH:32]=[CH:31][C:30]=3[C:35]3[CH:40]=[CH:39][CH:38]=[CH:37][CH:36]=3)[CH2:22][CH2:21]2)=[O:17])=[O:11])=[CH:5][CH:4]=1)=O.C(O)(=O)C.[NH2:47][CH2:48][C@@H:49]([C:58]1[CH:67]=[CH:66][C:65]([OH:68])=[C:64]2[C:59]=1[CH:60]=[CH:61][C:62](=[O:69])[NH:63]2)[O:50][Si:51]([C:54]([CH3:57])([CH3:56])[CH3:55])([CH3:53])[CH3:52].CO.C(O[BH-](OC(=O)C)OC(=O)C)(=O)C.[Na+], predict the reaction product. The product is: [C:54]([Si:51]([CH3:53])([CH3:52])[O:50][C@H:49]([C:58]1[CH:67]=[CH:66][C:65]([OH:68])=[C:64]2[C:59]=1[CH:60]=[CH:61][C:62](=[O:69])[NH:63]2)[CH2:48][NH:47][CH2:1][C:3]1[CH:4]=[CH:5][C:6]([NH:9][C:10]([CH2:12][CH2:13][CH2:14][N:15]([CH3:42])[C:16]([CH2:18][CH2:19][N:20]2[CH2:21][CH2:22][CH:23]([O:26][C:27](=[O:41])[NH:28][C:29]3[CH:34]=[CH:33][CH:32]=[CH:31][C:30]=3[C:35]3[CH:36]=[CH:37][CH:38]=[CH:39][CH:40]=3)[CH2:24][CH2:25]2)=[O:17])=[O:11])=[CH:7][CH:8]=1)([CH3:57])([CH3:56])[CH3:55]. (5) Given the reactants [O:1]1[CH2:6][CH2:5][N:4]([CH2:7][CH2:8][CH2:9][O:10][C:11]2[CH:12]=[C:13]3[C:18](=[CH:19][C:20]=2[O:21][CH3:22])[N:17]=[C:16]([CH3:23])[N:15]=[C:14]3Cl)[CH2:3][CH2:2]1.[NH2:25][C:26]1[CH:30]=[C:29]([C:31]([CH3:34])([CH3:33])[CH3:32])[Se:28][C:27]=1[C:35]([NH2:37])=[O:36].CN(C=O)C.[OH-].[Na+], predict the reaction product. The product is: [O:1]1[CH2:6][CH2:5][N:4]([CH2:7][CH2:8][CH2:9][O:10][C:11]2[CH:12]=[C:13]3[C:18](=[CH:19][C:20]=2[O:21][CH3:22])[N:17]=[C:16]([CH3:23])[N:15]=[C:14]3[NH:25][C:26]2[CH:30]=[C:29]([C:31]([CH3:34])([CH3:32])[CH3:33])[Se:28][C:27]=2[C:35]([NH2:37])=[O:36])[CH2:3][CH2:2]1. (6) Given the reactants Cl.CO[C:4](=O)[CH2:5][NH2:6].Cl.COC(=O)[C@H](CC(OC)=O)[NH2:13].[C:20]1([CH3:30])[CH:25]=[CH:24][C:23](S(O)(=O)=O)=[CH:22][CH:21]=1.[CH2:30](OC(=O)[C@H](CC(O[CH2:30][C:20]1[CH:25]=[CH:24][CH:23]=[CH:22][CH:21]=1)=O)N)[C:20]1[CH:25]=[CH:24][CH:23]=[CH:22][CH:21]=1, predict the reaction product. The product is: [NH:13]1[C:21]2[CH:22]=[CH:23][CH:24]=[CH:25][C:20]=2[CH:30]=[CH:4][CH:5]=[N:6]1.